This data is from Peptide-MHC class II binding affinity with 134,281 pairs from IEDB. The task is: Regression. Given a peptide amino acid sequence and an MHC pseudo amino acid sequence, predict their binding affinity value. This is MHC class II binding data. (1) The peptide sequence is KPLLIIAEDVEGEY. The MHC is HLA-DQA10102-DQB10602 with pseudo-sequence HLA-DQA10102-DQB10602. The binding affinity (normalized) is 0.340. (2) The peptide sequence is LEKGRLYQIKIQYQRENPTE. The MHC is DRB1_1302 with pseudo-sequence DRB1_1302. The binding affinity (normalized) is 0.432. (3) The peptide sequence is EKKYFAATQFEFLAA. The MHC is HLA-DPA10201-DPB11401 with pseudo-sequence HLA-DPA10201-DPB11401. The binding affinity (normalized) is 0.765. (4) The peptide sequence is AEGGKATTEEQKLIE. The MHC is HLA-DPA10201-DPB11401 with pseudo-sequence HLA-DPA10201-DPB11401. The binding affinity (normalized) is 0.709.